Dataset: Catalyst prediction with 721,799 reactions and 888 catalyst types from USPTO. Task: Predict which catalyst facilitates the given reaction. (1) Reactant: [C:1]([C:3]1[CH:8]=[CH:7][C:6]([OH:9])=[CH:5][CH:4]=1)#[N:2].C(=O)([O-])[O-].[K+].[K+].[CH2:16](Br)[C:17]1[CH:22]=[CH:21][CH:20]=[CH:19][CH:18]=1.Cl. Product: [CH2:16]([O:9][C:6]1[CH:7]=[CH:8][C:3]([C:1]#[N:2])=[CH:4][CH:5]=1)[C:17]1[CH:22]=[CH:21][CH:20]=[CH:19][CH:18]=1. The catalyst class is: 384. (2) Reactant: F[C:2]1[CH:7]=[CH:6][C:5]([N+:8]([O-:10])=[O:9])=[C:4]([O:11][CH3:12])[CH:3]=1.[CH3:13][N:14]1[CH2:19][CH2:18][N:17]([CH:20]2[CH2:25][CH2:24][NH:23][CH2:22][CH2:21]2)[CH2:16][CH2:15]1.C(N(CC)CC)C. Product: [CH3:12][O:11][C:4]1[CH:3]=[C:2]([N:23]2[CH2:22][CH2:21][CH:20]([N:17]3[CH2:16][CH2:15][N:14]([CH3:13])[CH2:19][CH2:18]3)[CH2:25][CH2:24]2)[CH:7]=[CH:6][C:5]=1[N+:8]([O-:10])=[O:9]. The catalyst class is: 10.